The task is: Predict the reactants needed to synthesize the given product.. This data is from Full USPTO retrosynthesis dataset with 1.9M reactions from patents (1976-2016). (1) Given the product [Cl:16][C:17]([Cl:31])=[CH:18][CH2:19][O:20][N:21]=[CH:22][C:23]1[CH:24]=[CH:25][C:26]([CH2:29][O:15][C:3]2[C:2]([Cl:1])=[CH:7][C:6]([O:8][CH2:9][CH:10]=[C:11]([Cl:13])[Cl:12])=[CH:5][C:4]=2[Cl:14])=[CH:27][CH:28]=1, predict the reactants needed to synthesize it. The reactants are: [Cl:1][C:2]1[CH:7]=[C:6]([O:8][CH2:9][CH:10]=[C:11]([Cl:13])[Cl:12])[CH:5]=[C:4]([Cl:14])[C:3]=1[OH:15].[Cl:16][C:17]([Cl:31])=[CH:18][CH2:19][O:20][N:21]=[CH:22][C:23]1[CH:28]=[CH:27][C:26]([CH2:29]O)=[CH:25][CH:24]=1.C1(P(C2C=CC=CC=2)C2C=CC=CC=2)C=CC=CC=1.N(C(OC(C)C)=O)=NC(OC(C)C)=O. (2) Given the product [NH2:9][C@H:10]([C:15]([OH:17])=[O:16])[CH2:11][CH:13]([CH3:14])[CH3:2], predict the reactants needed to synthesize it. The reactants are: N[C@H:2](C(O)=O)C(C)C.[NH2:9][C@H:10]([C:15]([OH:17])=[O:16])[C@H:11]([CH2:13][CH3:14])C.N[C@H](C(O)=O)CCCNC(=N)N. (3) The reactants are: [C:1]([C:4]1[CH:9]=[C:8]([Cl:10])[CH:7]=[CH:6][C:5]=1[NH:11][S:12]([C:15]([F:18])([F:17])[F:16])(=[O:14])=[O:13])(=O)[CH3:2].[C:19]([O:23][CH3:24])(=[O:22])[NH:20][NH2:21]. Given the product [CH3:24][O:23][C:19]([NH:20][N:21]=[C:1]([C:4]1[CH:9]=[C:8]([Cl:10])[CH:7]=[CH:6][C:5]=1[NH:11][S:12]([C:15]([F:18])([F:17])[F:16])(=[O:14])=[O:13])[CH3:2])=[O:22], predict the reactants needed to synthesize it. (4) Given the product [Br:34][C:35]1[CH:40]=[CH:39][C:38]([S:28][C:8]2[N:4]3[CH:5]=[CH:6][N:7]=[C:2]([NH2:1])[C:3]3=[C:10]([C:11]3[C:20]([F:21])=[C:19]4[C:14]([CH:15]=[CH:16][C:17]([C:22]5[CH:27]=[CH:26][CH:25]=[CH:24][CH:23]=5)=[N:18]4)=[CH:13][CH:12]=3)[N:9]=2)=[CH:37][CH:36]=1, predict the reactants needed to synthesize it. The reactants are: [NH2:1][C:2]1[C:3]2[N:4]([C:8](=[S:28])[NH:9][C:10]=2[C:11]2[C:20]([F:21])=[C:19]3[C:14]([CH:15]=[CH:16][C:17]([C:22]4[CH:27]=[CH:26][CH:25]=[CH:24][CH:23]=4)=[N:18]3)=[CH:13][CH:12]=2)[CH:5]=[CH:6][N:7]=1.F[B-](F)(F)F.[Br:34][C:35]1[CH:40]=[CH:39][C:38]([N+]#N)=[CH:37][CH:36]=1.CS(C)=O. (5) Given the product [CH:1]1([C@H:4]([NH:12][C:13]([C:15]2[C:24]3[C:19](=[C:20]([OH:35])[CH:21]=[CH:22][CH:23]=3)[C:18](=[O:26])[N:17]([C:27]3[CH:28]=[N:29][CH:30]=[CH:31][CH:32]=3)[C:16]=2[CH3:33])=[O:14])[C:5]2[CH:10]=[CH:9][CH:8]=[C:7]([F:11])[CH:6]=2)[CH2:2][CH2:3]1, predict the reactants needed to synthesize it. The reactants are: [CH:1]1([C@H:4]([NH:12][C:13]([C:15]2[C:24]3[C:19](=[C:20](F)[CH:21]=[CH:22][CH:23]=3)[C:18](=[O:26])[N:17]([C:27]3[CH:28]=[N:29][CH:30]=[CH:31][CH:32]=3)[C:16]=2[CH3:33])=[O:14])[C:5]2[CH:10]=[CH:9][CH:8]=[C:7]([F:11])[CH:6]=2)[CH2:3][CH2:2]1.N([O-])=[O:35].[Na+].